Dataset: Full USPTO retrosynthesis dataset with 1.9M reactions from patents (1976-2016). Task: Predict the reactants needed to synthesize the given product. Given the product [CH2:1]([O:8][C:9]1[CH:16]=[CH:15][C:12]([CH2:13][OH:14])=[CH:11][C:10]=1[Br:17])[C:2]1[CH:7]=[CH:6][CH:5]=[CH:4][CH:3]=1, predict the reactants needed to synthesize it. The reactants are: [CH2:1]([O:8][C:9]1[CH:16]=[CH:15][C:12]([CH:13]=[O:14])=[CH:11][C:10]=1[Br:17])[C:2]1[CH:7]=[CH:6][CH:5]=[CH:4][CH:3]=1.[BH4-].[Na+].[Cl-].[NH4+].